From a dataset of Peptide-MHC class II binding affinity with 134,281 pairs from IEDB. Regression. Given a peptide amino acid sequence and an MHC pseudo amino acid sequence, predict their binding affinity value. This is MHC class II binding data. The peptide sequence is TIKAERTEQKDFDGR. The MHC is HLA-DPA10201-DPB10101 with pseudo-sequence HLA-DPA10201-DPB10101. The binding affinity (normalized) is 0.